From a dataset of Forward reaction prediction with 1.9M reactions from USPTO patents (1976-2016). Predict the product of the given reaction. (1) Given the reactants [CH3:1][C:2](=[O:7])[CH2:3][C:4](=O)[CH3:5].COC(OC)[N:11]([CH3:13])C.O1CCCC1.O.[NH2:22]N, predict the reaction product. The product is: [CH3:5][C:4]1[NH:22][N:11]=[CH:13][C:3]=1[C:2](=[O:7])[CH3:1]. (2) Given the reactants [C:1]1([N:7]2[CH:11]=[CH:10][C:9]([C:12]([F:15])([F:14])[F:13])=[C:8]2[C:16](OC)=[O:17])[CH:6]=[CH:5][CH:4]=[CH:3][CH:2]=1.[H-].[H-].[H-].[H-].[Li+].[Al+3], predict the reaction product. The product is: [C:1]1([N:7]2[CH:11]=[CH:10][C:9]([C:12]([F:13])([F:14])[F:15])=[C:8]2[CH2:16][OH:17])[CH:2]=[CH:3][CH:4]=[CH:5][CH:6]=1.